From a dataset of Full USPTO retrosynthesis dataset with 1.9M reactions from patents (1976-2016). Predict the reactants needed to synthesize the given product. (1) Given the product [C:8]([C:10](=[CH:39][CH:40]([CH3:41])[CH3:42])[C:11]([N:13]1[CH2:17][CH2:16][CH2:15][C@@H:14]1[CH2:18][N:19]1[C:23]2[CH:24]=[CH:25][CH:26]=[CH:27][C:22]=2[N:21]=[C:20]1[NH:28][C:29]([C:3]1[O:5][N:44]=[CH:43][CH:2]=1)=[O:30])=[O:12])#[N:9], predict the reactants needed to synthesize it. The reactants are: F[C:2](F)(F)[C:3]([OH:5])=O.[C:8]([C:10](=[CH:39][CH:40]([CH3:42])[CH3:41])[C:11]([N:13]1[CH2:17][CH2:16][CH2:15][C@@H:14]1[CH2:18][N:19]1[C:23]2[CH:24]=[CH:25][CH:26]=[CH:27][C:22]=2[N:21]=[C:20]1[NH:28][C:29](C1SC(C(F)F)=CC=1)=[O:30])=[O:12])#[N:9].[C:43](C(=CC(C)C)C(O)=O)#[N:44]. (2) Given the product [C:1]([C:3]1[CH:10]=[CH:9][C:6]([CH2:7][Br:33])=[CH:5][C:4]=1[O:11][CH3:12])#[N:2], predict the reactants needed to synthesize it. The reactants are: [C:1]([C:3]1[CH:10]=[CH:9][C:6]([CH2:7]O)=[CH:5][C:4]=1[O:11][CH3:12])#[N:2].C1(P(C2C=CC=CC=2)C2C=CC=CC=2)C=CC=CC=1.C(Br)(Br)(Br)[Br:33].